Dataset: Peptide-MHC class II binding affinity with 134,281 pairs from IEDB. Task: Regression. Given a peptide amino acid sequence and an MHC pseudo amino acid sequence, predict their binding affinity value. This is MHC class II binding data. (1) The peptide sequence is AFKVAATAAVAAPAN. The MHC is DRB1_1001 with pseudo-sequence DRB1_1001. The binding affinity (normalized) is 0.909. (2) The peptide sequence is RDKFLANVSTVLTGK. The MHC is DRB1_0101 with pseudo-sequence DRB1_0101. The binding affinity (normalized) is 0.813. (3) The peptide sequence is SLFFSAQPFEITAST. The MHC is DRB1_1302 with pseudo-sequence DRB1_1302. The binding affinity (normalized) is 0.807. (4) The peptide sequence is TLMGRYTHYKSRNLN. The MHC is H-2-IAb with pseudo-sequence H-2-IAb. The binding affinity (normalized) is 0.0944. (5) The peptide sequence is EKKYFAATQFEPLAA. The MHC is DRB1_1001 with pseudo-sequence DRB1_1001. The binding affinity (normalized) is 0.665. (6) The peptide sequence is LFKVRNGGEIGAVAL. The MHC is DRB3_0301 with pseudo-sequence DRB3_0301. The binding affinity (normalized) is 0.580. (7) The peptide sequence is KFPLKLRGTAVMSLK. The MHC is DRB1_0101 with pseudo-sequence DRB1_0101. The binding affinity (normalized) is 1.00.